Dataset: Forward reaction prediction with 1.9M reactions from USPTO patents (1976-2016). Task: Predict the product of the given reaction. Given the reactants [CH2:1]([C:3]1([N:9]2[CH2:18][C:17]3=[CH:19][NH:20][C:15]4[C:16]3=[C:11]([CH:12]=[CH:13][N:14]=4)[C:10]2=[O:21])[CH2:8][CH2:7][NH:6][CH2:5][CH2:4]1)[CH3:2].C(N(CC)CC)C.Cl[C:30]1[CH:35]=[CH:34][N:33]=[CH:32][N:31]=1, predict the reaction product. The product is: [CH2:1]([C:3]1([N:9]2[CH2:18][C:17]3=[CH:19][NH:20][C:15]4[C:16]3=[C:11]([CH:12]=[CH:13][N:14]=4)[C:10]2=[O:21])[CH2:8][CH2:7][N:6]([C:30]2[CH:35]=[CH:34][N:33]=[CH:32][N:31]=2)[CH2:5][CH2:4]1)[CH3:2].